Dataset: Forward reaction prediction with 1.9M reactions from USPTO patents (1976-2016). Task: Predict the product of the given reaction. (1) Given the reactants Br[C:2]1[CH:7]=[CH:6][C:5]([F:8])=[CH:4][C:3]=1[N:9]1[C:13](=[O:14])[N:12]([CH3:15])[CH:11]=[N:10]1.[C:16]([Cu])#[N:17], predict the reaction product. The product is: [F:8][C:5]1[CH:6]=[CH:7][C:2]([C:16]#[N:17])=[C:3]([N:9]2[C:13](=[O:14])[N:12]([CH3:15])[CH:11]=[N:10]2)[CH:4]=1. (2) The product is: [ClH:1].[Cl:1][C:2]1[CH:3]=[CH:4][C:5]([NH:8][C:9](=[O:26])[C:10]2[CH:15]=[CH:14][CH:13]=[CH:12][C:11]=2[NH:16][C:17]([O:19][CH:20]2[CH2:21][CH2:22][N:23]([CH:27]3[CH2:31][CH2:30][CH2:29][CH2:28]3)[CH2:24][CH2:25]2)=[O:18])=[N:6][CH:7]=1. Given the reactants [Cl:1][C:2]1[CH:3]=[CH:4][C:5]([NH:8][C:9](=[O:26])[C:10]2[CH:15]=[CH:14][CH:13]=[CH:12][C:11]=2[NH:16][C:17]([O:19][CH:20]2[CH2:25][CH2:24][NH:23][CH2:22][CH2:21]2)=[O:18])=[N:6][CH:7]=1.[C:27]1(=O)[CH2:31][CH2:30][CH2:29][CH2:28]1.C([BH3-])#N.[Na+].Cl, predict the reaction product. (3) Given the reactants [CH3:1][C:2]1[CH:3]=[C:4]([NH:16][C:17]2[C:27]3[CH:26]=[C:25]([C:28]([OH:30])=O)[CH2:24][CH2:23][NH:22][C:21]=3[N:20]=[CH:19][N:18]=2)[CH:5]=[CH:6][C:7]=1[O:8][C:9]1[CH:10]=[N:11][C:12]([CH3:15])=[CH:13][CH:14]=1.Cl.[NH2:32][CH2:33][CH2:34][S:35]([CH2:38][CH2:39][OH:40])(=[O:37])=[O:36].Cl.C(N=C=NCCCN(C)C)C.O.ON1C2C=CC=CC=2N=N1, predict the reaction product. The product is: [OH:40][CH2:39][CH2:38][S:35]([CH2:34][CH2:33][NH:32][C:28]([C:25]1[CH2:24][CH2:23][NH:22][C:21]2[N:20]=[CH:19][N:18]=[C:17]([NH:16][C:4]3[CH:5]=[CH:6][C:7]([O:8][C:9]4[CH:10]=[N:11][C:12]([CH3:15])=[CH:13][CH:14]=4)=[C:2]([CH3:1])[CH:3]=3)[C:27]=2[CH:26]=1)=[O:30])(=[O:37])=[O:36]. (4) Given the reactants Br[C:2]1[CH:3]=[C:4]([CH:9]2[O:13][CH2:12][CH2:11][O:10]2)[CH:5]=[CH:6][C:7]=1[F:8].[NH2:14][CH:15]1[CH2:20][CH2:19][N:18]([CH2:21][C:22]2[CH:27]=[CH:26][CH:25]=[CH:24][CH:23]=2)[CH2:17][CH2:16]1.C1C=CC(P(C2C(C3C(P(C4C=CC=CC=4)C4C=CC=CC=4)=CC=C4C=3C=CC=C4)=C3C(C=CC=C3)=CC=2)C2C=CC=CC=2)=CC=1.CC(C)([O-])C.[Na+], predict the reaction product. The product is: [CH2:21]([N:18]1[CH2:19][CH2:20][CH:15]([NH:14][C:2]2[CH:3]=[C:4]([CH:9]3[O:13][CH2:12][CH2:11][O:10]3)[CH:5]=[CH:6][C:7]=2[F:8])[CH2:16][CH2:17]1)[C:22]1[CH:23]=[CH:24][CH:25]=[CH:26][CH:27]=1. (5) The product is: [CH3:31][NH:32][C:33]1[N:38]=[C:37]([CH2:39][CH2:40][O:15][C:16]2[CH:17]=[CH:18][C:19]([CH2:22][CH:23]([CH:29]=[CH2:30])[CH2:24][C:25]([O:27][CH3:28])=[O:26])=[CH:20][CH:21]=2)[CH:36]=[CH:35][CH:34]=1. Given the reactants N(C(OC(C)C)=O)=NC(OC(C)C)=O.[OH:15][C:16]1[CH:21]=[CH:20][C:19]([CH2:22][CH:23]([CH:29]=[CH2:30])[CH2:24][C:25]([O:27][CH3:28])=[O:26])=[CH:18][CH:17]=1.[CH3:31][NH:32][C:33]1[N:38]=[C:37]([CH:39](O)[CH3:40])[CH:36]=[CH:35][CH:34]=1.C1(P(C2C=CC=CC=2)C2C=CC=CC=2)C=CC=CC=1, predict the reaction product. (6) Given the reactants [CH3:1][C:2]1([CH3:20])[C:6](=O)[N:5]([C:8]([O:10][C:11]([CH3:14])([CH3:13])[CH3:12])=[O:9])[C@H:4]([C:15]([O:17][CH2:18][CH3:19])=[O:16])[CH2:3]1.[Li].I[CH3:23], predict the reaction product. The product is: [CH3:23][C:4]1([C:15]([O:17][CH2:18][CH3:19])=[O:16])[CH2:3][C:2]([CH3:20])([CH3:1])[CH2:6][N:5]1[C:8]([O:10][C:11]([CH3:14])([CH3:13])[CH3:12])=[O:9].